Dataset: Cav3 T-type calcium channel HTS with 100,875 compounds. Task: Binary Classification. Given a drug SMILES string, predict its activity (active/inactive) in a high-throughput screening assay against a specified biological target. (1) The molecule is S(CC(=O)c1c(n(CC(C)C)c(=O)n(c1=O)C)N)c1cc2OCCOc2cc1. The result is 0 (inactive). (2) The drug is o1c(C(=O)Nc2nn3c(cc(nc3n2)c2ccccc2)c2ccccc2)ccc1. The result is 0 (inactive). (3) The drug is s1c(NC(=O)CSc2n(c3ncccc3n2)C)c(c(c1C(=O)C)C)C(OCC)=O. The result is 0 (inactive). (4) The compound is S(CCC)c1[nH]nc(c2c(N)cccc2)c(=O)n1. The result is 0 (inactive).